From a dataset of Catalyst prediction with 721,799 reactions and 888 catalyst types from USPTO. Predict which catalyst facilitates the given reaction. (1) Reactant: Cl[C:2]1[N:10]=[C:9]2[C:5]([N:6]=[CH:7][N:8]2[C@@H:11]2[CH2:15][C@H:14]([NH:16][C:17](=[O:20])[CH2:18][CH3:19])[C@@H:13]([OH:21])[C@H:12]2[OH:22])=[C:4]([NH:23][CH2:24][CH:25]([C:32]2[CH:37]=[CH:36][CH:35]=[CH:34][CH:33]=2)[C:26]2[CH:31]=[CH:30][CH:29]=[CH:28][CH:27]=2)[N:3]=1.[NH2:38][C@H:39]([CH2:47][OH:48])[CH2:40][C:41]1[CH:46]=[CH:45][CH:44]=[CH:43][CH:42]=1.[I-].[Na+].C(#N)C. Product: [C:26]1([CH:25]([C:32]2[CH:37]=[CH:36][CH:35]=[CH:34][CH:33]=2)[CH2:24][NH:23][C:4]2[N:3]=[C:2]([NH:38][C@H:39]([CH2:47][OH:48])[CH2:40][C:41]3[CH:42]=[CH:43][CH:44]=[CH:45][CH:46]=3)[N:10]=[C:9]3[C:5]=2[N:6]=[CH:7][N:8]3[C@@H:11]2[CH2:15][C@H:14]([NH:16][C:17](=[O:20])[CH2:18][CH3:19])[C@@H:13]([OH:21])[C@H:12]2[OH:22])[CH:31]=[CH:30][CH:29]=[CH:28][CH:27]=1. The catalyst class is: 37. (2) Product: [CH3:24][C:22]1[N:23]=[C:18]2[CH:17]=[CH:16][C:15]([N:12]3[CH:13]=[CH:14][C:9]([OH:8])=[CH:10][C:11]3=[O:26])=[CH:20][N:19]2[C:21]=1[CH3:25]. The catalyst class is: 67. Reactant: C([O:8][C:9]1[CH:14]=[CH:13][N:12]([C:15]2[CH:16]=[CH:17][C:18]3[N:19]([C:21]([CH3:25])=[C:22]([CH3:24])[N:23]=3)[CH:20]=2)[C:11](=[O:26])[CH:10]=1)C1C=CC=CC=1.C1(OC)C=CC=CC=1. (3) Reactant: [C:1]1([OH:11])[C:10]2[C:5](=[CH:6][CH:7]=[CH:8][CH:9]=2)[CH:4]=[CH:3][CH:2]=1.[CH2:12]([O:14][C:15](=[O:19])[C:16]#[C:17][CH3:18])[CH3:13].N12CCCN=C1CCCCC2. Product: [CH2:12]([O:14][C:15](=[O:19])[CH:16]=[C:17]([O:11][C:1]1[C:10]2[C:5](=[CH:6][CH:7]=[CH:8][CH:9]=2)[CH:4]=[CH:3][CH:2]=1)[CH3:18])[CH3:13]. The catalyst class is: 7. (4) Reactant: O[CH2:2][C@@H:3]([CH2:15][CH2:16][CH2:17][CH3:18])[C:4]([NH:6][O:7][CH2:8][C:9]1[CH:14]=[CH:13][CH:12]=[CH:11][CH:10]=1)=[O:5].C1C=CC(P(C2C=CC=CC=2)C2C=CC=CC=2)=CC=1.CC(OC(/N=N/C(OC(C)C)=O)=O)C. Product: [CH2:15]([C@@H:3]1[CH2:2][N:6]([O:7][CH2:8][C:9]2[CH:14]=[CH:13][CH:12]=[CH:11][CH:10]=2)[C:4]1=[O:5])[CH2:16][CH2:17][CH3:18]. The catalyst class is: 1. (5) Reactant: O[CH2:2][C:3]1[C:8]2[N:9]([CH2:15][O:16][CH2:17][CH2:18][Si:19]([CH3:22])([CH3:21])[CH3:20])[C:10](=[O:14])[CH2:11][CH2:12][CH2:13][C:7]=2[CH:6]=[CH:5][CH:4]=1.S(Cl)([Cl:25])=O.N1C=CC=CC=1.[Cl-].[Li+]. Product: [Cl:25][CH2:2][C:3]1[C:8]2[N:9]([CH2:15][O:16][CH2:17][CH2:18][Si:19]([CH3:22])([CH3:21])[CH3:20])[C:10](=[O:14])[CH2:11][CH2:12][CH2:13][C:7]=2[CH:6]=[CH:5][CH:4]=1. The catalyst class is: 9. (6) Reactant: C(OC([N:11]1[CH2:20][CH2:19][C:18]2[C:13](=[CH:14][CH:15]=[CH:16][C:17]=2[NH:21][CH2:22][C:23]([N:25]([CH2:37][CH2:38][N:39]([C:41]([O:43][C:44]([CH3:47])([CH3:46])[CH3:45])=[O:42])[CH3:40])[CH2:26][C:27]2[CH:32]=[CH:31][CH:30]=[CH:29][C:28]=2[C:33]([F:36])([F:35])[F:34])=[O:24])[CH2:12]1)=O)C1C=CC=CC=1. Product: [C:44]([O:43][C:41](=[O:42])[N:39]([CH3:40])[CH2:38][CH2:37][N:25]([C:23](=[O:24])[CH2:22][NH:21][C:17]1[CH:16]=[CH:15][CH:14]=[C:13]2[C:18]=1[CH2:19][CH2:20][NH:11][CH2:12]2)[CH2:26][C:27]1[CH:32]=[CH:31][CH:30]=[CH:29][C:28]=1[C:33]([F:35])([F:36])[F:34])([CH3:47])([CH3:46])[CH3:45]. The catalyst class is: 350. (7) Reactant: [Br:1][C:2]1[CH:3]=[C:4]2[C:8](=[C:9]([CH:11]([CH3:13])[CH3:12])[CH:10]=1)[NH:7][C:6]1[C:14]([CH2:20][C:21](OCC)=[O:22])([CH2:18][CH3:19])[O:15][CH2:16][CH2:17][C:5]2=1.[Li+].[BH4-].C1COCC1. Product: [Br:1][C:2]1[CH:3]=[C:4]2[C:8](=[C:9]([CH:11]([CH3:12])[CH3:13])[CH:10]=1)[NH:7][C:6]1[C:14]([CH2:20][CH2:21][OH:22])([CH2:18][CH3:19])[O:15][CH2:16][CH2:17][C:5]2=1. The catalyst class is: 1.